This data is from Forward reaction prediction with 1.9M reactions from USPTO patents (1976-2016). The task is: Predict the product of the given reaction. (1) Given the reactants [NH2:1][C:2]1[C:11]2[N:10]=[CH:9][C:8]([CH2:12][CH2:13][C:14]3[CH:22]=[CH:21][C:17]([C:18](Cl)=[O:19])=[CH:16][C:15]=3[CH3:23])=[CH:7][C:6]=2[C:5]2[CH:24]=[CH:25][CH:26]=[CH:27][C:4]=2[N:3]=1.[CH3:28][N:29]([CH3:34])[CH2:30][CH2:31][NH:32][CH3:33], predict the reaction product. The product is: [NH2:1][C:2]1[C:11]2[N:10]=[CH:9][C:8]([CH2:12][CH2:13][C:14]3[CH:22]=[CH:21][C:17]([C:18]([N:32]([CH2:31][CH2:30][N:29]([CH3:34])[CH3:28])[CH3:33])=[O:19])=[CH:16][C:15]=3[CH3:23])=[CH:7][C:6]=2[C:5]2[CH:24]=[CH:25][CH:26]=[CH:27][C:4]=2[N:3]=1. (2) Given the reactants Br[C:2]1[CH:3]=[C:4]2[C:8](=[CH:9][CH:10]=1)[N:7]([CH3:11])[CH:6]=[CH:5]2.[Li]CCCC.CON(C)[C:20](=[O:24])[CH2:21][CH2:22][CH3:23], predict the reaction product. The product is: [CH3:11][N:7]1[C:8]2[C:4](=[CH:3][C:2]([C:20](=[O:24])[CH2:21][CH2:22][CH3:23])=[CH:10][CH:9]=2)[CH:5]=[CH:6]1. (3) Given the reactants [CH3:1][O:2][C:3]1[CH:4]=[C:5]2[C:10](=[CH:11][C:12]=1[O:13][CH3:14])[N:9]=[CH:8][CH:7]=[C:6]2[O:15][C:16]1[CH:21]=[CH:20][C:19]([OH:22])=[CH:18][C:17]=1[C:23](=[O:25])[CH3:24].[CH2:26](I)[CH3:27].C(=O)([O-])[O-].[K+].[K+], predict the reaction product. The product is: [CH3:1][O:2][C:3]1[CH:4]=[C:5]2[C:10](=[CH:11][C:12]=1[O:13][CH3:14])[N:9]=[CH:8][CH:7]=[C:6]2[O:15][C:16]1[CH:21]=[CH:20][C:19]([O:22][CH2:26][CH3:27])=[CH:18][C:17]=1[C:23](=[O:25])[CH3:24]. (4) Given the reactants [C:1]([C:5]1[N:6]=[C:7]2[N:12]=[C:11]([C:13](O)=[O:14])[CH:10]=[CH:9][N:8]2[C:16]=1[CH2:17][CH:18]1[CH2:23][CH2:22][CH2:21][CH2:20][CH2:19]1)([CH3:4])([CH3:3])[CH3:2].[NH2:24][C:25]1[CH:30]=[CH:29][CH:28]=[CH:27][CH:26]=1, predict the reaction product. The product is: [C:1]([C:5]1[N:6]=[C:7]2[N:12]=[C:11]([C:13]([NH:24][C:25]3[CH:30]=[CH:29][CH:28]=[CH:27][CH:26]=3)=[O:14])[CH:10]=[CH:9][N:8]2[C:16]=1[CH2:17][CH:18]1[CH2:19][CH2:20][CH2:21][CH2:22][CH2:23]1)([CH3:4])([CH3:3])[CH3:2]. (5) Given the reactants [C:1]([O:5][C:6]([N:8]1[CH2:13][CH2:12][CH2:11][CH2:10][C@@H:9]1[C:14](O)=[O:15])=[O:7])([CH3:4])([CH3:3])[CH3:2], predict the reaction product. The product is: [C:1]([O:5][C:6]([N:8]1[CH2:13][CH2:12][CH2:11][CH2:10][C@@H:9]1[CH2:14][OH:15])=[O:7])([CH3:4])([CH3:3])[CH3:2]. (6) Given the reactants [N:1]([C@@H:4]([C@H:8]([C:16]1[CH:21]=[CH:20][CH:19]=[C:18]([F:22])[CH:17]=1)[C:9]1[CH:14]=[CH:13][C:12]([F:15])=[CH:11][CH:10]=1)[C:5]([OH:7])=O)=[N+]=[N-].[NH2:23][C:24]1[CH:49]=[CH:48][CH:47]=[C:46]([F:50])[C:25]=1[O:26][CH2:27][C@H:28]1[O:33][CH2:32][C@@H:31]([CH2:34][O:35][C:36](=[O:38])[NH2:37])[N:30](C(OC(C)(C)C)=O)[CH2:29]1, predict the reaction product. The product is: [C:36]([O:35][CH2:34][C@H:31]1[NH:30][CH2:29][C@@H:28]([CH2:27][O:26][C:25]2[C:46]([F:50])=[CH:47][CH:48]=[CH:49][C:24]=2[NH:23][C:5](=[O:7])[C@H:4]([C@H:8]([C:16]2[CH:21]=[CH:20][CH:19]=[C:18]([F:22])[CH:17]=2)[C:9]2[CH:14]=[CH:13][C:12]([F:15])=[CH:11][CH:10]=2)[NH:1][C:36]([O:35][CH3:34])=[O:38])[O:33][CH2:32]1)(=[O:38])[NH2:37]. (7) The product is: [C:7]([O:11][C:12](=[O:17])[CH2:13][CH2:14][CH2:15][NH:18][CH2:19][C@@H:20]([OH:22])[CH3:21])([CH3:10])([CH3:9])[CH3:8]. Given the reactants C(=O)([O-])[O-].[K+].[K+].[C:7]([O:11][C:12](=[O:17])[CH2:13][CH2:14][CH2:15]Br)([CH3:10])([CH3:9])[CH3:8].[NH2:18][CH2:19][C@@H:20]([OH:22])[CH3:21], predict the reaction product. (8) Given the reactants [CH3:1][O:2][C:3](=[O:29])[C:4]([NH:18]C(OCC1C=CC=CC=1)=O)=[CH:5][C:6]1[CH:7]=[C:8]2[C:12](=[C:13]([CH2:15][CH3:16])[CH:14]=1)[NH:11][N:10]=[C:9]2[CH3:17], predict the reaction product. The product is: [CH3:1][O:2][C:3](=[O:29])[CH:4]([NH2:18])[CH2:5][C:6]1[CH:7]=[C:8]2[C:12](=[C:13]([CH2:15][CH3:16])[CH:14]=1)[NH:11][N:10]=[C:9]2[CH3:17]. (9) Given the reactants [Cl:1][C:2]1[CH:3]=[CH:4][C:5]([NH:8][C:9]([CH2:11][N:12]2[C:16]3[CH:17]=[CH:18][C:19]([C:21]([OH:23])=O)=[CH:20][C:15]=3[N:14]=[C:13]2[C:24](=[O:35])[NH:25][CH:26]2[CH2:31][CH2:30][N:29]([CH:32]([CH3:34])[CH3:33])[CH2:28][CH2:27]2)=[O:10])=[N:6][CH:7]=1.[CH2:36]1[CH2:42][O:41][CH2:40][CH2:39][NH:38][CH2:37]1.Cl, predict the reaction product. The product is: [CH:32]([N:29]1[CH2:28][CH2:27][CH:26]([NH:25][C:24]([C:13]2[N:12]([CH2:11][C:9](=[O:10])[NH:8][C:5]3[CH:4]=[CH:3][C:2]([Cl:1])=[CH:7][N:6]=3)[C:16]3[CH:17]=[CH:18][C:19]([C:21]([N:38]4[CH2:37][CH2:36][CH2:42][O:41][CH2:40][CH2:39]4)=[O:23])=[CH:20][C:15]=3[N:14]=2)=[O:35])[CH2:31][CH2:30]1)([CH3:34])[CH3:33].